This data is from Full USPTO retrosynthesis dataset with 1.9M reactions from patents (1976-2016). The task is: Predict the reactants needed to synthesize the given product. (1) Given the product [C:11]([O:14][C@@H:17]1[C@@H:19]([O:20][C:11](=[O:13])[CH3:12])[C@H:21]([O:22][C:19](=[O:20])[CH3:17])[C@@H:23]([CH2:25][O:26][C:21](=[O:22])[CH3:23])[O:24][CH:16]1[N:3]1[C:4]2[CH:10]=[CH:9][CH:8]=[CH:7][C:5]=2[NH:6][C:2]1=[S:1])(=[O:13])[CH3:12], predict the reactants needed to synthesize it. The reactants are: [SH:1][C:2]1[NH:3][C:4]2[CH:10]=[CH:9][CH:8]=[CH:7][C:5]=2[N:6]=1.[C:11]([OH:14])(=[O:13])[CH3:12].O=[CH:16][C@@H:17]([C@H:19]([C@@H:21]([C@@H:23]([CH2:25][OH:26])[OH:24])[OH:22])[OH:20])O.[Si](OS(C(F)(F)F)(=O)=O)(C)(C)C. (2) The reactants are: [CH3:1][O:2][C:3]1[N:4]=[CH:5][C:6]([O:9][C:10]2[CH:15]=[C:14]([CH3:16])[C:13]([C:17]3[N:18]=[C:19]([NH2:22])[S:20][CH:21]=3)=[C:12]([CH3:23])[CH:11]=2)=[N:7][CH:8]=1.C(N(CC)CC)C.Cl.[C:32](Cl)(=[O:39])[C:33]1[CH:38]=[CH:37][N:36]=[CH:35][CH:34]=1. Given the product [CH3:1][O:2][C:3]1[N:4]=[CH:5][C:6]([O:9][C:10]2[CH:15]=[C:14]([CH3:16])[C:13]([C:17]3[N:18]=[C:19]([NH:22][C:32](=[O:39])[C:33]4[CH:38]=[CH:37][N:36]=[CH:35][CH:34]=4)[S:20][CH:21]=3)=[C:12]([CH3:23])[CH:11]=2)=[N:7][CH:8]=1, predict the reactants needed to synthesize it. (3) Given the product [CH3:23][O:22][C:13]1[CH:12]=[C:11]2[C:16](=[CH:15][C:14]=1[O:17][CH2:18][CH2:19][O:20][CH3:21])[C:7]([O:5][CH:3]1[CH2:4][O:1][CH2:2]1)=[N:8][C:9]([NH:24][C:25]1[CH:29]=[C:28]([CH3:30])[NH:27][N:26]=1)=[CH:10]2, predict the reactants needed to synthesize it. The reactants are: [O:1]1[CH2:4][CH:3]([OH:5])[CH2:2]1.Cl[C:7]1[C:16]2[C:11](=[CH:12][C:13]([O:22][CH3:23])=[C:14]([O:17][CH2:18][CH2:19][O:20][CH3:21])[CH:15]=2)[CH:10]=[C:9]([NH:24][C:25]2[CH:29]=[C:28]([CH3:30])[NH:27][N:26]=2)[N:8]=1.